This data is from Full USPTO retrosynthesis dataset with 1.9M reactions from patents (1976-2016). The task is: Predict the reactants needed to synthesize the given product. (1) Given the product [NH2:1][CH2:2][CH2:3][NH:4][C:8]1[N:13]([CH2:14][C:15]2[CH:22]=[CH:21][CH:20]=[CH:19][C:16]=2[C:17]#[N:18])[C:12](=[O:23])[N:11]([CH2:24][CH3:25])[C:10](=[O:33])[CH:9]=1, predict the reactants needed to synthesize it. The reactants are: [NH2:1][CH:2]1CCC[N:4]([C:8]2[N:13]([CH2:14][C:15]3[CH:22]=[CH:21][CH:20]=[CH:19][C:16]=3[C:17]#[N:18])[C:12](=[O:23])[N:11]([CH2:24][C:25]3C=CC=C(C#N)C=3)[C:10](=[O:33])[CH:9]=2)[CH2:3]1.NC1CCCN(C2N(CC3C=CC=CC=3C#N)C(=O)N(CC3C=CC=CC=3C#N)C(=O)C=2)C1. (2) The reactants are: [C:1]1([C:11]2[CH:35]=[CH:34][C:14]([C:15]([N:17]3C4C=CC=CC=4CN4[C:28](C(O)=O)=[CH:29][CH:30]=[C:19]4[CH2:18]3)=[O:16])=[CH:13][C:12]=2[CH3:36])[C:10]2[C:5](=[CH:6][CH:7]=[CH:8][CH:9]=2)[CH2:4][CH2:3][CH:2]=1.[CH3:37][N:38]1[CH2:43][CH2:42][NH:41][CH2:40][CH2:39]1.[OH:44]N1C2C=CC=CC=2N=N1.Cl.C(N=C=N)C.[CH:60]([N:63]([CH2:67][CH3:68])[CH:64]([CH3:66])[CH3:65])([CH3:62])[CH3:61]. Given the product [C:1]1([C:11]2[CH:35]=[CH:34][C:14]([C:15]([N:17]3[C:18]4[CH:19]=[CH:30][CH:29]=[CH:28][C:68]=4[CH2:67][N:63]4[C:64]([C:66]([N:41]5[CH2:42][CH2:43][N:38]([CH3:37])[CH2:39][CH2:40]5)=[O:44])=[CH:65][CH:62]=[C:60]4[CH2:61]3)=[O:16])=[CH:13][C:12]=2[CH3:36])[C:10]2[C:5](=[CH:6][CH:7]=[CH:8][CH:9]=2)[CH2:4][CH2:3][CH:2]=1, predict the reactants needed to synthesize it.